Dataset: Reaction yield outcomes from USPTO patents with 853,638 reactions. Task: Predict the reaction yield, written as a fraction of the theoretical maximum amount of product (1.0 means a 100% yield; for example, 0.34 means a 34% yield). (1) The reactants are O.[OH-].[Li+].C([O:8][C:9](=[O:41])[CH2:10][O:11][C:12]1[C:17]2[CH2:18][CH2:19][CH2:20][CH2:21][CH:22]([NH:23][S:24]([C:27]3[CH:32]=[C:31]([C:33]([F:36])([F:35])[F:34])[CH:30]=[C:29]([C:37]([F:40])([F:39])[F:38])[CH:28]=3)(=[O:26])=[O:25])[C:16]=2[CH:15]=[CH:14][CH:13]=1)(C)(C)C. The catalyst is O.C1COCC1. The product is [F:36][C:33]([F:34])([F:35])[C:31]1[CH:32]=[C:27]([S:24]([NH:23][CH:22]2[C:16]3[CH:15]=[CH:14][CH:13]=[C:12]([O:11][CH2:10][C:9]([OH:41])=[O:8])[C:17]=3[CH2:18][CH2:19][CH2:20][CH2:21]2)(=[O:26])=[O:25])[CH:28]=[C:29]([C:37]([F:40])([F:38])[F:39])[CH:30]=1. The yield is 0.590. (2) The reactants are [I:1]I.[CH3:3][C:4]1[CH:5]=[C:6]([CH:8]=[CH:9][C:10]=1[CH3:11])[NH2:7].C(=O)(O)[O-].[Na+].O. The catalyst is CO.O.ClCCl. The product is [I:1][C:8]1[CH:9]=[C:10]([CH3:11])[C:4]([CH3:3])=[CH:5][C:6]=1[NH2:7]. The yield is 0.850. (3) The reactants are [CH2:1]([C:8]1[N:9]=[N:10][C:11]([C:16]2[CH2:17][CH2:18][N:19]([C:22]3[CH:27]=[CH:26][C:25]([C:28]([F:31])([F:30])[F:29])=[CH:24][N:23]=3)[CH2:20][CH:21]=2)=[C:12]([CH3:15])[C:13]=1[CH3:14])[C:2]1[CH:7]=[CH:6][CH:5]=[CH:4][CH:3]=1. The catalyst is CCO.[Pd]. The product is [CH2:1]([C:8]1[N:9]=[N:10][C:11]([CH:16]2[CH2:17][CH2:18][N:19]([C:22]3[CH:27]=[CH:26][C:25]([C:28]([F:29])([F:31])[F:30])=[CH:24][N:23]=3)[CH2:20][CH2:21]2)=[C:12]([CH3:15])[C:13]=1[CH3:14])[C:2]1[CH:7]=[CH:6][CH:5]=[CH:4][CH:3]=1. The yield is 0.400. (4) The reactants are [OH:1][CH2:2][CH2:3][CH2:4][N:5]1[C:14]2[CH:13]=[C:12]([C:15]([O:17]C)=[O:16])[CH:11]=[CH:10][C:9]=2[C:8]2[S:19][CH:20]=[CH:21][C:7]=2[C:6]1=[O:22].[Li+].[OH-].Cl. The catalyst is C1COCC1.CO.O. The product is [OH:1][CH2:2][CH2:3][CH2:4][N:5]1[C:14]2[CH:13]=[C:12]([C:15]([OH:17])=[O:16])[CH:11]=[CH:10][C:9]=2[C:8]2[S:19][CH:20]=[CH:21][C:7]=2[C:6]1=[O:22]. The yield is 0.220. (5) The reactants are Br[C:2]1[CH:14]=[CH:13][C:5]([C:6]([O:8][C:9]([CH3:12])([CH3:11])[CH3:10])=[O:7])=[C:4]([Cl:15])[CH:3]=1.C([O-])([O-])=O.[K+].[K+].[C:22]1(C)C=CC=C[CH:23]=1. The catalyst is C1C=CC([P]([Pd]([P](C2C=CC=CC=2)(C2C=CC=CC=2)C2C=CC=CC=2)([P](C2C=CC=CC=2)(C2C=CC=CC=2)C2C=CC=CC=2)[P](C2C=CC=CC=2)(C2C=CC=CC=2)C2C=CC=CC=2)(C2C=CC=CC=2)C2C=CC=CC=2)=CC=1. The product is [Cl:15][C:4]1[CH:3]=[C:2]([CH:22]=[CH2:23])[CH:14]=[CH:13][C:5]=1[C:6]([O:8][C:9]([CH3:12])([CH3:11])[CH3:10])=[O:7]. The yield is 0.460. (6) The reactants are [Cl:1][C:2]1[C:11]([O:12][CH2:13][C@H:14]2[CH2:16][O:15]2)=[C:10]2[C:5]([N:6]=[CH:7][C:8]([O:17][CH3:18])=[N:9]2)=[CH:4][CH:3]=1.[NH:19]1[CH2:24][CH2:23][CH:22]([NH:25][C:26](=[O:32])[O:27][C:28]([CH3:31])([CH3:30])[CH3:29])[CH2:21][CH2:20]1. The catalyst is C(#N)C. The product is [Cl:1][C:2]1[C:11]([O:12][CH2:13][CH:14]([OH:15])[CH2:16][N:19]2[CH2:20][CH2:21][CH:22]([NH:25][C:26](=[O:32])[O:27][C:28]([CH3:30])([CH3:29])[CH3:31])[CH2:23][CH2:24]2)=[C:10]2[C:5](=[CH:4][CH:3]=1)[N:6]=[CH:7][C:8]([O:17][CH3:18])=[N:9]2. The yield is 0.750. (7) The reactants are [CH3:1][C:2](=[CH2:16])[CH2:3][CH2:4][O:5][C:6]1[CH:7]=[C:8]([NH:12][C:13](=[O:15])[CH3:14])[CH:9]=[CH:10][CH:11]=1.[Al+3].[Cl-].[Cl-].[Cl-].O. The catalyst is FC1C=CC=CC=1. The product is [CH3:16][C:2]1([CH3:1])[C:11]2[C:6](=[CH:7][C:8]([NH:12][C:13](=[O:15])[CH3:14])=[CH:9][CH:10]=2)[O:5][CH2:4][CH2:3]1. The yield is 0.540.